From a dataset of Forward reaction prediction with 1.9M reactions from USPTO patents (1976-2016). Predict the product of the given reaction. (1) Given the reactants [Br:1][C:2]1[CH:3]=[CH:4][C:5]([C:8](=[O:13])[C:9]([F:12])([F:11])[F:10])=[N:6][CH:7]=1.[BH4-].[Na+], predict the reaction product. The product is: [Br:1][C:2]1[CH:3]=[CH:4][C:5]([CH:8]([OH:13])[C:9]([F:10])([F:11])[F:12])=[N:6][CH:7]=1. (2) Given the reactants [CH3:1][O:2][CH2:3][C:4](=[O:13])[CH2:5][C:6]([O:8][C:9]([CH3:12])([CH3:11])[CH3:10])=[O:7].C(=O)([O-])[O-].[K+].[K+].I[CH2:21][CH2:22][CH2:23][CH2:24][C:25]([O:27][CH2:28][CH3:29])=[O:26], predict the reaction product. The product is: [CH3:1][O:2][CH2:3][C:4]([CH:5]([CH2:21][CH2:22][CH2:23][CH2:24][C:25]([O:27][CH2:28][CH3:29])=[O:26])[C:6]([O:8][C:9]([CH3:10])([CH3:12])[CH3:11])=[O:7])=[O:13]. (3) Given the reactants [Na].[C:2]([C:4]([C:11]#[N:12])=[C:5]([NH:8][C:9]#[N:10])[S:6][CH3:7])#[N:3].[ClH:13], predict the reaction product. The product is: [NH2:10][C:9]1[N:3]=[C:2]([Cl:13])[C:4]([C:11]#[N:12])=[C:5]([S:6][CH3:7])[N:8]=1.